Task: Binary Classification. Given a miRNA mature sequence and a target amino acid sequence, predict their likelihood of interaction.. Dataset: Experimentally validated miRNA-target interactions with 360,000+ pairs, plus equal number of negative samples The miRNA is hsa-miR-4676-5p with sequence GAGCCAGUGGUGAGACAGUGA. The protein sequence of the target gene is MSNAMYNKMWHQTQEALGALLDKEPQKMIEPQRNQVFIFQTLATFYVKYVQIFRNLENVYDQFVHPQKRILIRKVLDGVMGRILELKNEMVELELTEFHYFDDILQDLKLAPQQLDIPIPKYFLKEKLEVIKGREKILAQILADSGIDTSDMKYPVKSIPFDEAVKLIQIAERARQGRLRALFMKQIYLQEYRAKQSKMLGKKVTDTWAAALRIQKVWRRFHQRKETEKLREEEMIFLGMNPPPLFNEVSATVIQAEKVDRLRNEVQIKHEEDYREALVTIKNDLKLIEGVDIKENLQDQ.... Result: 0 (no interaction).